This data is from Reaction yield outcomes from USPTO patents with 853,638 reactions. The task is: Predict the reaction yield, written as a fraction of the theoretical maximum amount of product (1.0 means a 100% yield; for example, 0.34 means a 34% yield). The reactants are [N:1]1([C:7]2[S:8][C:9]([C:23]#[N:24])=[C:10]([CH2:12][C:13]3[CH:22]=[CH:21][C:20]4[C:15](=[CH:16][CH:17]=[CH:18][CH:19]=4)[CH:14]=3)[N:11]=2)[CH2:6][CH2:5][O:4][CH2:3][CH2:2]1.[N-:25]=[N+:26]=[N-:27].[Na+].[Cl-].[NH4+].O. The catalyst is CN(C)C=O.CCOC(C)=O. The product is [CH:14]1[C:15]2[C:20](=[CH:19][CH:18]=[CH:17][CH:16]=2)[CH:21]=[CH:22][C:13]=1[CH2:12][C:10]1[N:11]=[C:7]([N:1]2[CH2:6][CH2:5][O:4][CH2:3][CH2:2]2)[S:8][C:9]=1[C:23]1[NH:27][N:26]=[N:25][N:24]=1. The yield is 0.437.